This data is from HIV replication inhibition screening data with 41,000+ compounds from the AIDS Antiviral Screen. The task is: Binary Classification. Given a drug SMILES string, predict its activity (active/inactive) in a high-throughput screening assay against a specified biological target. (1) The molecule is ClCCl.O=c1c(N(CCO)CCO)cn(C(c2ccccc2)(c2ccccc2)c2ccccc2)c(=O)n1C(c1ccccc1)(c1ccccc1)c1ccccc1. The result is 0 (inactive). (2) The compound is CC=CC(=O)C(O)C(C)(C)C. The result is 0 (inactive). (3) The molecule is O=C(c1ccccc1)c1nc2c(Cl)ccc(Cl)c2cc1C(Br)Br. The result is 0 (inactive). (4) The compound is COc1cccc2c1C(=O)c1c(O)c3c(c(O)c1C2=O)CC(O)(C(C)=O)CC3OC1CC(N)C(O)C(C)O1. The result is 0 (inactive). (5) The compound is CCOC(=O)C(NC(C)=O)C(c1ccccc1)[Sn](Cl)(c1ccccc1)c1ccccc1. The result is 0 (inactive). (6) The drug is Cn1[nH]c(=N)nc1N=S(C)(C)=N. The result is 0 (inactive).